From a dataset of Full USPTO retrosynthesis dataset with 1.9M reactions from patents (1976-2016). Predict the reactants needed to synthesize the given product. (1) Given the product [F:18][C:2]([F:1])([F:19])[CH:3]1[C:12]2[C:7](=[CH:8][CH:9]=[CH:10][CH:11]=2)[N:6]([CH:13]([CH3:17])[CH2:14][NH2:16])[CH2:5][CH2:4]1, predict the reactants needed to synthesize it. The reactants are: [F:1][C:2]([F:19])([F:18])[CH:3]1[C:12]2[C:7](=[CH:8][CH:9]=[CH:10][CH:11]=2)[N:6]([CH:13]([CH3:17])[C:14]([NH2:16])=O)[CH2:5][CH2:4]1.CSC.B. (2) Given the product [F:1][C:2]1[CH:10]=[C:9]2[C:5]([C:6]([C:11]3[CH:12]=[CH:13][C:14]([NH:17][C:18](=[O:20])[CH2:19][N:22]4[CH2:27][CH2:26][O:25][CH2:24][CH2:23]4)=[N:15][CH:16]=3)=[CH:7][NH:8]2)=[CH:4][CH:3]=1, predict the reactants needed to synthesize it. The reactants are: [F:1][C:2]1[CH:10]=[C:9]2[C:5]([C:6]([C:11]3[CH:12]=[CH:13][C:14]([N:17](C)[C:18](=[O:20])[CH3:19])=[N:15][CH:16]=3)=[CH:7][NH:8]2)=[CH:4][CH:3]=1.[N:22]1(CC(O)=O)[CH2:27][CH2:26][O:25][CH2:24][CH2:23]1. (3) Given the product [NH2:1][N:2]1[C:7](=[O:8])[C:6]([CH3:9])=[N:5][N:4]=[C:3]1[S:10][CH2:13][C:14]1[CH:19]=[CH:18][CH:17]=[CH:16][CH:15]=1, predict the reactants needed to synthesize it. The reactants are: [NH2:1][N:2]1[C:7](=[O:8])[C:6]([CH3:9])=[N:5][N:4]=[C:3]1[SH:10].[OH-].[Na+].[CH2:13](Cl)[C:14]1[CH:19]=[CH:18][CH:17]=[CH:16][CH:15]=1. (4) Given the product [CH:1]1([C:4]([N:6]2[CH2:18][C:17]3[N:16]([CH2:27][CH2:26][N:24]([CH3:25])[CH3:23])[C:15]4[CH:14]=[CH:13][CH:12]=[C:11]5[C:19](=[O:22])[NH:20][N:21]=[C:8]([C:9]=3[C:10]=45)[CH2:7]2)=[O:5])[CH2:2][CH2:3]1, predict the reactants needed to synthesize it. The reactants are: [CH:1]1([C:4]([N:6]2[CH2:18][C:17]3[NH:16][C:15]4[CH:14]=[CH:13][CH:12]=[C:11]5[C:19](=[O:22])[NH:20][N:21]=[C:8]([C:9]=3[C:10]=45)[CH2:7]2)=[O:5])[CH2:3][CH2:2]1.[CH3:23][N:24]([CH2:26][CH2:27]Cl)[CH3:25].CN(C)CCN1C2CC(C)(C)CC3=NNC(=O)C4C(C=23)=C1C=CC=4. (5) Given the product [F:21][C:8]1[CH:7]=[C:6]2[C:11]([C@@:12]([CH3:20])([CH2:15][CH2:16][CH:17]([CH3:19])[CH3:18])[C:13](=[O:14])[C:4]([C:3]3[NH:40][C:41]4[CH:46]=[CH:45][C:44]([NH:34][S:31]([CH3:30])(=[O:33])=[O:32])=[CH:43][C:42]=4[S:55](=[O:57])(=[O:56])[N:58]=3)=[C:5]2[OH:22])=[CH:10][CH:9]=1, predict the reactants needed to synthesize it. The reactants are: CS[C:3](SC)=[C:4]1[C:13](=[O:14])[C@:12]([CH3:20])([CH2:15][CH2:16][CH:17]([CH3:19])[CH3:18])[C:11]2[C:6](=[CH:7][C:8]([F:21])=[CH:9][CH:10]=2)[C:5]1=[O:22].NC1SC=C([NH:34][S:31]([CH3:30])(=[O:33])=[O:32])[C:30]=1[S:31]([NH2:34])(=[O:33])=[O:32].[NH2:40][C:41]1[CH:46]=[CH:45][C:44](OCC2C=CC=CC=2)=[CH:43][C:42]=1[S:55]([NH2:58])(=[O:57])=[O:56]. (6) Given the product [CH2:16]([N:3]1[C:2](=[O:1])[C:11]([C:12]#[N:13])=[C:10]2[C:5]([C:6](=[O:14])[CH2:7][CH2:8][CH2:9]2)=[CH:4]1)[CH2:17][CH2:18][CH3:19], predict the reactants needed to synthesize it. The reactants are: [O:1]=[C:2]1[C:11]([C:12]#[N:13])=[C:10]2[C:5]([C:6](=[O:14])[CH2:7][CH2:8][CH2:9]2)=[CH:4][NH:3]1.I[CH2:16][CH2:17][CH2:18][CH3:19].[H-].[Na+].Cl. (7) Given the product [Cl:2][C:3]1[CH:4]=[C:5]([NH:17][C:18]2[C:27]3[C:22](=[CH:23][CH:24]=[CH:25][C:26]=3[O:28][CH2:29][C:30]([N:67]([CH3:66])[CH:68]3[CH2:73][CH2:72][N:71]([CH3:74])[CH2:70][CH2:69]3)=[O:31])[N:21]=[CH:20][N:19]=2)[CH:6]=[CH:7][C:8]=1[O:9][CH2:10][C:11]1[CH:16]=[CH:15][CH:14]=[CH:13][N:12]=1, predict the reactants needed to synthesize it. The reactants are: [Na+].[Cl:2][C:3]1[CH:4]=[C:5]([NH:17][C:18]2[C:27]3[C:22](=[CH:23][CH:24]=[CH:25][C:26]=3[O:28][CH2:29][C:30]([O-])=[O:31])[N:21]=[CH:20][N:19]=2)[CH:6]=[CH:7][C:8]=1[O:9][CH2:10][C:11]1[CH:16]=[CH:15][CH:14]=[CH:13][N:12]=1.CN(C(ON1N=NC2C=CC=NC1=2)=[N+](C)C)C.F[P-](F)(F)(F)(F)F.CCN(C(C)C)C(C)C.[CH3:66][NH:67][CH:68]1[CH2:73][CH2:72][N:71]([CH3:74])[CH2:70][CH2:69]1. (8) Given the product [F:29][C:3]([F:2])([F:28])[C:4]1[CH:5]=[C:6]([CH:21]=[C:22]([C:24]([F:27])([F:25])[F:26])[CH:23]=1)[CH2:7][O:8][C@H:9]1[CH2:14][CH2:13][N:12]([C:32]([N:31]([CH3:35])[CH3:30])=[O:33])[CH2:11][C@H:10]1[C:15]1[CH:16]=[CH:17][CH:18]=[CH:19][CH:20]=1, predict the reactants needed to synthesize it. The reactants are: Cl.[F:2][C:3]([F:29])([F:28])[C:4]1[CH:5]=[C:6]([CH:21]=[C:22]([C:24]([F:27])([F:26])[F:25])[CH:23]=1)[CH2:7][O:8][C@H:9]1[CH2:14][CH2:13][NH:12][CH2:11][C@H:10]1[C:15]1[CH:20]=[CH:19][CH:18]=[CH:17][CH:16]=1.[CH3:30][N:31]([CH3:35])[C:32](Cl)=[O:33]. (9) Given the product [Cl:1][C:2]1[CH:10]=[C:9]([Cl:11])[CH:8]=[CH:7][C:3]=1[C:4]([NH:12][C:13]1[S:14][CH:15]=[C:16]([C:18]2[CH:19]=[CH:20][C:21]([Cl:24])=[CH:22][CH:23]=2)[N:17]=1)=[O:5], predict the reactants needed to synthesize it. The reactants are: [Cl:1][C:2]1[CH:10]=[C:9]([Cl:11])[CH:8]=[CH:7][C:3]=1[C:4](Cl)=[O:5].[NH2:12][C:13]1[S:14][CH:15]=[C:16]([C:18]2[CH:23]=[CH:22][C:21]([Cl:24])=[CH:20][CH:19]=2)[N:17]=1.N1C=CC=CC=1. (10) Given the product [CH3:16][C@@H:17]1[CH2:22][CH2:21][C@H:20]([O:1][C:2]2[CH:3]=[C:4]3[C:9](=[CH:10][CH:11]=2)[CH:8]=[C:7]([C:12]([O:14][CH3:15])=[O:13])[CH:6]=[CH:5]3)[CH2:19][CH2:18]1, predict the reactants needed to synthesize it. The reactants are: [OH:1][C:2]1[CH:3]=[C:4]2[C:9](=[CH:10][CH:11]=1)[CH:8]=[C:7]([C:12]([O:14][CH3:15])=[O:13])[CH:6]=[CH:5]2.[CH3:16][C@H:17]1[CH2:22][CH2:21][C@H:20](O)[CH2:19][CH2:18]1.C1(P(C2C=CC=CC=2)C2C=CC=CC=2)C=CC=CC=1.N(C(OC(C)C)=O)=NC(OC(C)C)=O.